From a dataset of Full USPTO retrosynthesis dataset with 1.9M reactions from patents (1976-2016). Predict the reactants needed to synthesize the given product. (1) Given the product [CH3:1][O:2][C:3](=[O:33])[CH:4]([C:9]1[CH:10]=[C:11]([C:23]2[CH:24]=[CH:25][C:26]([C:29]([F:31])([F:30])[F:32])=[CH:27][CH:28]=2)[CH:12]=[C:13]([OH:15])[CH:14]=1)[CH2:5][CH:6]([CH3:8])[CH3:7], predict the reactants needed to synthesize it. The reactants are: [CH3:1][O:2][C:3](=[O:33])[CH:4]([C:9]1[CH:10]=[C:11]([C:23]2[CH:28]=[CH:27][C:26]([C:29]([F:32])([F:31])[F:30])=[CH:25][CH:24]=2)[CH:12]=[C:13]([O:15]CC2C=CC=CC=2)[CH:14]=1)[CH2:5][C:6]([CH3:8])=[CH2:7]. (2) Given the product [Br:11][CH2:1][C:2]1[O:3][CH:4]=[C:5]([C:7]([F:10])([F:9])[F:8])[CH:6]=1, predict the reactants needed to synthesize it. The reactants are: [CH3:1][C:2]1[O:3][CH:4]=[C:5]([C:7]([F:10])([F:9])[F:8])[CH:6]=1.[Br:11]N1C(=O)CCC1=O. (3) Given the product [CH:1]([O:4][C:5]([N:7]1[CH:12]([CH2:13][CH3:14])[CH2:11][CH:10]([NH2:15])[CH2:9][CH:8]1[CH2:23][CH3:24])=[O:6])([CH3:2])[CH3:3], predict the reactants needed to synthesize it. The reactants are: [CH:1]([O:4][C:5]([N:7]1[CH:12]([CH2:13][CH3:14])[CH2:11][CH:10]([NH:15]CC2C=CC=CC=2)[CH2:9][CH:8]1[CH2:23][CH3:24])=[O:6])([CH3:3])[CH3:2].